From a dataset of Reaction yield outcomes from USPTO patents with 853,638 reactions. Predict the reaction yield, written as a fraction of the theoretical maximum amount of product (1.0 means a 100% yield; for example, 0.34 means a 34% yield). (1) The reactants are [I:1][C:2]1[CH:3]=[C:4]([N:8]2[C:16]3[C:11](=[CH:12][C:13]([O:17][CH3:18])=[CH:14][CH:15]=3)[C:10]([C:19]([O:21]C)=O)=[N:9]2)[CH:5]=[CH:6][CH:7]=1.[NH3:23]. No catalyst specified. The product is [I:1][C:2]1[CH:3]=[C:4]([N:8]2[C:16]3[C:11](=[CH:12][C:13]([O:17][CH3:18])=[CH:14][CH:15]=3)[C:10]([C:19]([NH2:23])=[O:21])=[N:9]2)[CH:5]=[CH:6][CH:7]=1. The yield is 0.960. (2) The reactants are [C:1]([O:5][C:6]([N:8]1[C@@H:12](/[CH:13]=[CH:14]/[C:15]2[CH:20]=[CH:19][C:18]([N+:21]([O-])=O)=[CH:17][CH:16]=2)[CH2:11][O:10][C:9]1([CH3:25])[CH3:24])=[O:7])([CH3:4])([CH3:3])[CH3:2].C([O-])=O.[NH4+]. The catalyst is CO.[Pd]. The product is [C:1]([O:5][C:6]([N:8]1[C@@H:12]([CH2:13][CH2:14][C:15]2[CH:16]=[CH:17][C:18]([NH2:21])=[CH:19][CH:20]=2)[CH2:11][O:10][C:9]1([CH3:25])[CH3:24])=[O:7])([CH3:4])([CH3:2])[CH3:3]. The yield is 0.790.